Dataset: Reaction yield outcomes from USPTO patents with 853,638 reactions. Task: Predict the reaction yield, written as a fraction of the theoretical maximum amount of product (1.0 means a 100% yield; for example, 0.34 means a 34% yield). The yield is 0.700. The product is [C:17]([C:14]1[CH:15]=[C:16]2[C:11](=[CH:12][C:13]=1[O:19][CH3:20])[N:10]=[CH:9][CH:8]=[C:7]2[O:6][C:5]1[CH:21]=[CH:22][C:2]([NH:1][C:32]([NH:31][C:25]2[CH:26]=[CH:27][C:28]([F:30])=[CH:29][C:24]=2[F:23])=[O:33])=[CH:3][CH:4]=1)#[N:18]. The reactants are [NH2:1][C:2]1[CH:22]=[CH:21][C:5]([O:6][C:7]2[C:16]3[C:11](=[CH:12][C:13]([O:19][CH3:20])=[C:14]([C:17]#[N:18])[CH:15]=3)[N:10]=[CH:9][CH:8]=2)=[CH:4][CH:3]=1.[F:23][C:24]1[CH:29]=[C:28]([F:30])[CH:27]=[CH:26][C:25]=1[N:31]=[C:32]=[O:33]. The catalyst is C1(C)C=CC=CC=1.